Dataset: Reaction yield outcomes from USPTO patents with 853,638 reactions. Task: Predict the reaction yield, written as a fraction of the theoretical maximum amount of product (1.0 means a 100% yield; for example, 0.34 means a 34% yield). (1) The reactants are Br[C:2]1[CH:7]=[C:6]([C:8]2([C:19]3[CH:24]=[CH:23][N:22]=[C:21]([CH:25]4[CH2:27][CH2:26]4)[CH:20]=3)[C:16]3[C:11](=[C:12]([F:17])[CH:13]=[CH:14][CH:15]=3)[C:10]([NH2:18])=[N:9]2)[CH:5]=[CH:4][N:3]=1.[N:28]1[CH:33]=[C:32](B(O)O)[CH:31]=[N:30][CH:29]=1.C(=O)([O-])[O-].[Cs+].[Cs+]. The yield is 0.470. The catalyst is C1C=CC(P(C2C=CC=CC=2)[C-]2C=CC=C2)=CC=1.C1C=CC(P(C2C=CC=CC=2)[C-]2C=CC=C2)=CC=1.Cl[Pd]Cl.[Fe+2].COCCOC.CCO.O. The product is [CH:25]1([C:21]2[CH:20]=[C:19]([C:8]3([C:6]4[CH:5]=[CH:4][N:3]=[C:2]([C:32]5[CH:33]=[N:28][CH:29]=[N:30][CH:31]=5)[CH:7]=4)[C:16]4[C:11](=[C:12]([F:17])[CH:13]=[CH:14][CH:15]=4)[C:10]([NH2:18])=[N:9]3)[CH:24]=[CH:23][N:22]=2)[CH2:27][CH2:26]1. (2) The reactants are [NH2:1][C:2]1[CH:16]=[CH:15][CH:14]=[CH:13][C:3]=1[CH2:4][CH2:5][C:6]1[C:7]([NH2:12])=[N:8][CH:9]=[N:10][CH:11]=1.[P:17](=[O:21])([OH:20])([OH:19])[OH:18]. The catalyst is CCO. The product is [P:17](=[O:18])([OH:21])([OH:20])[OH:19].[NH2:1][C:2]1[CH:16]=[CH:15][CH:14]=[CH:13][C:3]=1[CH2:4][CH2:5][C:6]1[C:7]([NH2:12])=[N:8][CH:9]=[N:10][CH:11]=1. The yield is 0.990. (3) The reactants are [C:1]([OH:9])(=[O:8])[C:2]([CH2:4][C:5]([OH:7])=[O:6])=[CH2:3].[CH2:10](O)[CH2:11][CH2:12][CH2:13][CH2:14][CH3:15].O.[C:18]1(C)[CH:23]=[CH:22][C:21](S(O)(=O)=O)=[CH:20][CH:19]=1. The catalyst is O. The product is [C:1]([O:9][CH2:22][CH2:23][CH2:18][CH2:19][CH2:20][CH3:21])(=[O:8])[C:2]([CH2:4][C:5]([O:7][CH2:10][CH2:11][CH2:12][CH2:13][CH2:14][CH3:15])=[O:6])=[CH2:3]. The yield is 0.918. (4) The reactants are [CH3:1][C:2]1[O:6][N:5]=[C:4]([C:7]2[CH:12]=[CH:11][CH:10]=[CH:9][CH:8]=2)[C:3]=1[C:13]([NH:15][NH2:16])=[O:14].[N:17]1[C:26]2[C:21](=[CH:22][CH:23]=[CH:24][C:25]=2[C:27](O)=O)[CH:20]=[CH:19][CH:18]=1. No catalyst specified. The product is [CH3:1][C:2]1[O:6][N:5]=[C:4]([C:7]2[CH:12]=[CH:11][CH:10]=[CH:9][CH:8]=2)[C:3]=1[C:13]1[O:14][C:27]([C:25]2[CH:24]=[CH:23][CH:22]=[C:21]3[C:26]=2[N:17]=[CH:18][CH:19]=[CH:20]3)=[N:16][N:15]=1. The yield is 0.490. (5) The reactants are [CH3:1][C:2]1[CH:9]=[C:8]([CH3:10])[CH:7]=[C:6]([N+:11]([O-:13])=[O:12])[C:3]=1[C:4]#[N:5].OO.CS(C)=[O:18].[OH-].[K+]. The catalyst is CO.O. The product is [CH3:10][C:8]1[CH:9]=[C:2]([CH3:1])[C:3]([C:4]([NH2:5])=[O:18])=[C:6]([N+:11]([O-:13])=[O:12])[CH:7]=1. The yield is 0.430. (6) The reactants are [Br:1][C:2]1[CH:3]=[C:4]([NH:10][C:11]2[N:16]=[C:15]([O:17][CH2:18][CH2:19][NH:20]C(=O)OC(C)(C)C)[CH:14]=[CH:13][CH:12]=2)[C:5](=[O:9])[N:6]([CH3:8])[CH:7]=1.[ClH:28]. No catalyst specified. The product is [ClH:28].[NH2:20][CH2:19][CH2:18][O:17][C:15]1[N:16]=[C:11]([NH:10][C:4]2[C:5](=[O:9])[N:6]([CH3:8])[CH:7]=[C:2]([Br:1])[CH:3]=2)[CH:12]=[CH:13][CH:14]=1. The yield is 0.830. (7) The reactants are ClC1C(=O)C(C#N)=C(C#N)C(=O)C=1Cl.COC1C=CC(C[O:22][CH:23]2[CH2:28][CH2:27][CH2:26][CH2:25][CH:24]2[O:29][C:30]2[CH:37]=[CH:36][C:33]([C:34]#[N:35])=[C:32]([C:38]([F:41])([F:40])[F:39])[CH:31]=2)=CC=1.C(Cl)Cl.O. The catalyst is CC(=O)OCC. The product is [OH:22][CH:23]1[CH2:28][CH2:27][CH2:26][CH2:25][CH:24]1[O:29][C:30]1[CH:37]=[CH:36][C:33]([C:34]#[N:35])=[C:32]([C:38]([F:39])([F:40])[F:41])[CH:31]=1. The yield is 0.320. (8) The reactants are N1[CH:6]=[CH:5][CH:4]=[CH:3][CH:2]=1.[F:7][C:8]([F:21])([F:20])[S:9]([O:12]S(C(F)(F)F)(=O)=O)(=[O:11])=[O:10].Cl.[OH2:23]. The catalyst is CCOC(C)=O. The product is [CH2:3]([C:4]([C:4]1[CH:3]=[C:2]2[C:2]([CH:3]=[CH:4][C:5]([O:12][S:9]([C:8]([F:21])([F:20])[F:7])(=[O:11])=[O:10])=[CH:6]2)=[CH:6][CH:5]=1)([OH:23])[CH2:5][CH3:6])[CH3:2]. The yield is 0.660. (9) The reactants are Cl[CH2:2][C:3]1[O:4][C:5]2[C:6](=[C:8]([C:12]([O:14][CH3:15])=[O:13])[CH:9]=[CH:10][CH:11]=2)[N:7]=1.[CH2:16]([NH:18][CH2:19][CH3:20])[CH3:17]. The catalyst is C1COCC1. The product is [CH2:16]([N:18]([CH2:2][C:3]1[O:4][C:5]2[C:6](=[C:8]([C:12]([O:14][CH3:15])=[O:13])[CH:9]=[CH:10][CH:11]=2)[N:7]=1)[CH2:19][CH3:20])[CH3:17]. The yield is 0.640.